From a dataset of Reaction yield outcomes from USPTO patents with 853,638 reactions. Predict the reaction yield, written as a fraction of the theoretical maximum amount of product (1.0 means a 100% yield; for example, 0.34 means a 34% yield). (1) The catalyst is CS(C)=O. The product is [Cl:1][C:2]1[CH:19]=[CH:18][C:5]([CH2:6][O:7][C:8]2[C:9]([O:16][CH3:17])=[CH:10][C:11]([CH:14]=[O:15])=[N:12][CH:13]=2)=[CH:4][CH:3]=1. The yield is 0.720. The reactants are [Cl:1][C:2]1[CH:19]=[CH:18][C:5]([CH2:6][O:7][C:8]2[C:9]([O:16][CH3:17])=[CH:10][C:11]([CH2:14][OH:15])=[N:12][CH:13]=2)=[CH:4][CH:3]=1.CC(OI1(OC(C)=O)(OC(C)=O)OC(=O)C2C=CC=CC1=2)=O. (2) The reactants are [Cl:1][C:2]1[C:10]2[N:9]=[C:8]3[N:11]([C:15]4[C:16]([CH3:24])=[N:17][C:18]([O:22][CH3:23])=[N:19][C:20]=4[CH3:21])[CH2:12][CH2:13][CH2:14][N:7]3[C:6]=2[C:5]([CH2:25][OH:26])=[CH:4][CH:3]=1. The catalyst is CS(C)=O.C(#N)C.C(=O)([O-])O.[Na+]. The product is [Cl:1][C:2]1[CH:3]=[CH:4][C:5]([CH:25]=[O:26])=[C:6]2[C:10]=1[N:9]=[C:8]1[N:11]([C:15]3[C:16]([CH3:24])=[N:17][C:18]([O:22][CH3:23])=[N:19][C:20]=3[CH3:21])[CH2:12][CH2:13][CH2:14][N:7]21. The yield is 0.790. (3) The reactants are [OH:1][C:2]1[CH:7]=[CH:6][CH:5]=[CH:4][C:3]=1[CH2:8][CH2:9][NH:10][S:11]([C:14]1[CH:19]=[CH:18][C:17]([CH3:20])=[CH:16][CH:15]=1)(=[O:13])=[O:12].[N:21]1([CH2:27][CH2:28]O)[CH2:26][CH2:25][CH2:24][CH2:23][CH2:22]1.FC1C=CC(OC2C=CC(S(N3CCC4C(=CC=C(OCCCN5CCN(C)CC5)C=4)C3C(OC)=O)(=O)=O)=CC=2)=CC=1. No catalyst specified. The product is [CH3:20][C:17]1[CH:16]=[CH:15][C:14]([S:11]([NH:10][CH2:9][CH2:8][C:3]2[CH:4]=[CH:5][CH:6]=[CH:7][C:2]=2[O:1][CH2:28][CH2:27][N:21]2[CH2:26][CH2:25][CH2:24][CH2:23][CH2:22]2)(=[O:13])=[O:12])=[CH:19][CH:18]=1. The yield is 0.690.